From a dataset of Full USPTO retrosynthesis dataset with 1.9M reactions from patents (1976-2016). Predict the reactants needed to synthesize the given product. (1) Given the product [CH3:1][CH2:2][O:3][C:4]([C@@H:6]([NH:15][C@@H:16]1[C:26](=[O:27])[N:25]([CH2:28][C:29]([OH:31])=[O:30])[C:24]2[CH:23]=[CH:22][CH:21]=[CH:20][C:19]=2[CH2:18][CH2:17]1)[CH2:7][CH2:8][C:9]1[CH:14]=[CH:13][CH:12]=[CH:11][CH:10]=1)=[O:5].[ClH:32], predict the reactants needed to synthesize it. The reactants are: [CH3:1][CH2:2][O:3][C:4]([C@@H:6]([NH:15][C@@H:16]1[C:26](=[O:27])[N:25]([CH2:28][C:29]([OH:31])=[O:30])[C:24]2[CH:23]=[CH:22][CH:21]=[CH:20][C:19]=2[CH2:18][CH2:17]1)[CH2:7][CH2:8][C:9]1[CH:10]=[CH:11][CH:12]=[CH:13][CH:14]=1)=[O:5].[ClH:32]. (2) Given the product [Cl:12][C:10]1[C:5]2[C:6](=[O:9])[O:7][CH2:8][C:4]=2[CH:3]=[C:2]([CH2:19][CH:20]=[O:21])[CH:11]=1, predict the reactants needed to synthesize it. The reactants are: Br[C:2]1[CH:11]=[C:10]([Cl:12])[C:5]2[C:6](=[O:9])[O:7][CH2:8][C:4]=2[CH:3]=1.BrC1[C:19]2[C:20](=O)[O:21]CC=2C=C(Cl)C=1.[Cl-].[Li+].CSC. (3) Given the product [F:22][C:19]1[CH:20]=[CH:21][C:16]([NH:15][C:14]2[N:9]3[N:8]=[CH:7][C:6]([C:4]([O:3][CH2:1][CH3:2])=[O:5])=[C:10]3[N:11]=[CH:12][C:13]=2[C:24]([N:33]2[CH2:34][CH2:35][C:30]3([C:36]4[C:41](=[CH:40][CH:39]=[CH:38][CH:37]=4)[C:28]([CH3:42])([CH3:27])[O:29]3)[CH2:31][CH2:32]2)=[O:26])=[C:17]([CH3:23])[CH:18]=1, predict the reactants needed to synthesize it. The reactants are: [CH2:1]([O:3][C:4]([C:6]1[CH:7]=[N:8][N:9]2[C:14]([NH:15][C:16]3[CH:21]=[CH:20][C:19]([F:22])=[CH:18][C:17]=3[CH3:23])=[C:13]([C:24]([OH:26])=O)[CH:12]=[N:11][C:10]=12)=[O:5])[CH3:2].[CH3:27][C:28]1([CH3:42])[C:41]2[C:36](=[CH:37][CH:38]=[CH:39][CH:40]=2)[C:30]2([CH2:35][CH2:34][NH:33][CH2:32][CH2:31]2)[O:29]1. (4) Given the product [CH2:1]([N:3]([CH2:4][C:5]1[CH:10]=[CH:9][CH:8]=[CH:7][CH:6]=1)[C:20]([Cl:22])=[O:21])[CH3:2], predict the reactants needed to synthesize it. The reactants are: [CH2:1]([NH:3][CH2:4][C:5]1[CH:10]=[CH:9][CH:8]=[CH:7][CH:6]=1)[CH3:2].C(N(C(C)C)CC)(C)C.[C:20](Cl)([Cl:22])=[O:21].